This data is from Full USPTO retrosynthesis dataset with 1.9M reactions from patents (1976-2016). The task is: Predict the reactants needed to synthesize the given product. (1) Given the product [C:36]([O:40][C:41]([N:43]([CH2:74][O:75][CH2:76][CH2:77][Si:78]([CH3:81])([CH3:80])[CH3:79])[C:44]1[S:45][C@:46]2([C:70]([OH:72])=[O:71])[C@H:48]([C@:49]([C:52]3[CH:57]=[C:56]([NH:58][C:59](=[O:68])[C:60]4[CH:65]=[CH:64][C:63]([C:66]#[N:67])=[CH:62][N:61]=4)[CH:55]=[CH:54][C:53]=3[F:69])([CH3:51])[N:50]=1)[CH2:47]2)=[O:42])([CH3:39])([CH3:38])[CH3:37], predict the reactants needed to synthesize it. The reactants are: BrC1C=CC(F)=C([C@]2(C)C3[C@](C(O)=O)(C3)SC(N(C(OC(C)(C)C)=O)COCC[Si](C)(C)C)=N2)C=1.[C:36]([O:40][C:41]([N:43]([CH2:74][O:75][CH2:76][CH2:77][Si:78]([CH3:81])([CH3:80])[CH3:79])[C:44]1[S:45][C@:46]2([C:70]([O:72]C)=[O:71])[C@H:48]([C@:49]([C:52]3[CH:57]=[C:56]([NH:58][C:59](=[O:68])[C:60]4[CH:65]=[CH:64][C:63]([C:66]#[N:67])=[CH:62][N:61]=4)[CH:55]=[CH:54][C:53]=3[F:69])([CH3:51])[N:50]=1)[CH2:47]2)=[O:42])([CH3:39])([CH3:38])[CH3:37]. (2) Given the product [I:13][C:14]1[CH:22]=[CH:21][C:17]([C:18]([NH:10][C:8]2[S:9][C:5]3[CH:4]=[C:3]([O:2][CH3:1])[CH:12]=[CH:11][C:6]=3[N:7]=2)=[O:19])=[CH:16][CH:15]=1, predict the reactants needed to synthesize it. The reactants are: [CH3:1][O:2][C:3]1[CH:12]=[CH:11][C:6]2[N:7]=[C:8]([NH2:10])[S:9][C:5]=2[CH:4]=1.[I:13][C:14]1[CH:22]=[CH:21][C:17]([C:18](O)=[O:19])=[CH:16][CH:15]=1.C(P1(=O)OP(CCC)(=O)OP(CCC)(=O)O1)CC.CCN(C(C)C)C(C)C. (3) Given the product [N:23]1[C:15]([C:14]2[C:9]([NH2:8])=[N:10][CH:11]=[C:12]([C:24]3[CH2:25][CH2:26][NH:27][CH2:28][CH:29]=3)[N:13]=2)=[N:16][N:17]2[CH:22]=[CH:21][CH:20]=[CH:19][C:18]=12, predict the reactants needed to synthesize it. The reactants are: C(OC([N:8](C(OC(C)(C)C)=O)[C:9]1[N:10]=[CH:11][C:12]([C:24]2[CH2:25][CH2:26][N:27](C(OC(C)(C)C)=O)[CH2:28][CH:29]=2)=[N:13][C:14]=1[C:15]1[N:23]=[C:18]2[CH:19]=[CH:20][CH:21]=[CH:22][N:17]2[N:16]=1)=O)(C)(C)C.C(O)(C(F)(F)F)=O.